From a dataset of Full USPTO retrosynthesis dataset with 1.9M reactions from patents (1976-2016). Predict the reactants needed to synthesize the given product. (1) Given the product [N:13]1([CH:12]=[CH:11][C:9]2[O:10][C:6]3[CH:5]=[C:4]([NH2:1])[CH:19]=[CH:18][C:7]=3[N:8]=2)[CH2:17][CH2:16][CH2:15][CH2:14]1, predict the reactants needed to synthesize it. The reactants are: [N+:1]([C:4]1[CH:19]=[CH:18][C:7]2[N:8]=[C:9]([CH:11]=[CH:12][N:13]3[CH2:17][CH2:16][CH2:15][CH2:14]3)[O:10][C:6]=2[CH:5]=1)([O-])=O. (2) Given the product [F:33][C:2]1([F:1])[O:6][C:5]2[CH:7]=[CH:8][C:9]([C:11]3([C:14]([NH:16][C@@H:17]4[CH2:22][CH2:21][O:20][C@@H:19]([C:23]5[CH:24]=[C:25]([CH:30]=[CH:31][CH:32]=5)[C:26]([OH:28])=[O:27])[CH2:18]4)=[O:15])[CH2:13][CH2:12]3)=[CH:10][C:4]=2[O:3]1, predict the reactants needed to synthesize it. The reactants are: [F:1][C:2]1([F:33])[O:6][C:5]2[CH:7]=[CH:8][C:9]([C:11]3([C:14]([NH:16][C@@H:17]4[CH2:22][CH2:21][O:20][C@@H:19]([C:23]5[CH:24]=[C:25]([CH:30]=[CH:31][CH:32]=5)[C:26]([O:28]C)=[O:27])[CH2:18]4)=[O:15])[CH2:13][CH2:12]3)=[CH:10][C:4]=2[O:3]1.[OH-].[Na+]. (3) Given the product [F:36][C:35]([F:38])([F:37])[C:21]([OH:24])=[O:53].[C:1]([NH:5][S:6]([C:9]1[CH:10]=[C:11]([C:15]2[N:23]3[C:18]([CH:19]=[N:20][C:21]([NH:46][C:47]4[CH:48]=[N:49][CH:50]=[C:51]([CH:55]=4)[C:52]([NH2:54])=[O:53])=[N:22]3)=[CH:17][CH:16]=2)[CH:12]=[CH:13][CH:14]=1)(=[O:7])=[O:8])([CH3:3])([CH3:4])[CH3:2], predict the reactants needed to synthesize it. The reactants are: [C:1]([NH:5][S:6]([C:9]1[CH:14]=[CH:13][CH:12]=[C:11]([C:15]2[N:23]3[C:18]([CH:19]=[N:20][C:21]([OH:24])=[N:22]3)=[CH:17][CH:16]=2)[CH:10]=1)(=[O:8])=[O:7])([CH3:4])([CH3:3])[CH3:2].C1C=CC(N(S([C:35]([F:38])([F:37])[F:36])(=O)=O)S([C:35]([F:38])([F:37])[F:36])(=O)=O)=CC=1.[NH2:46][C:47]1[CH:48]=[N:49][CH:50]=[C:51]([CH:55]=1)[C:52]([NH2:54])=[O:53].